Dataset: Forward reaction prediction with 1.9M reactions from USPTO patents (1976-2016). Task: Predict the product of the given reaction. (1) The product is: [O:1]([C:8]1[CH:9]=[N:10][C:11]2[C:16]([C:17]=1[C:27]1[CH:32]=[CH:31][CH:30]=[CH:29][CH:28]=1)=[CH:15][CH:14]=[CH:13][C:12]=2[C:19]([F:22])([F:21])[F:20])[C:2]1[CH:7]=[CH:6][CH:5]=[CH:4][CH:3]=1. Given the reactants [O:1]([C:8]1[CH:9]=[N:10][C:11]2[C:16]([C:17]=1O)=[CH:15][CH:14]=[CH:13][C:12]=2[C:19]([F:22])([F:21])[F:20])[C:2]1[CH:7]=[CH:6][CH:5]=[CH:4][CH:3]=1.BrC1C=N[C:27]2[C:32](C=1O)=[CH:31][CH:30]=[CH:29][C:28]=2C(F)(F)F.[O-]C1C=CC=CC=1.[K+].Cl, predict the reaction product. (2) Given the reactants [N:1]1([C:7](=[O:21])[CH2:8][C:9]2[CH:14]=[CH:13][CH:12]=[C:11]([C:15]#[C:16][Si](C)(C)C)[CH:10]=2)[CH2:6][CH2:5][O:4][CH2:3][CH2:2]1, predict the reaction product. The product is: [C:15]([C:11]1[CH:10]=[C:9]([CH2:8][C:7]([N:1]2[CH2:2][CH2:3][O:4][CH2:5][CH2:6]2)=[O:21])[CH:14]=[CH:13][CH:12]=1)#[CH:16]. (3) Given the reactants [N+:1]([C:4]1[N:9]=[CH:8][C:7]([NH:10][S:11]([CH3:14])(=[O:13])=[O:12])=[CH:6][CH:5]=1)([O-])=O.[Cl-].[NH4+], predict the reaction product. The product is: [NH2:1][C:4]1[N:9]=[CH:8][C:7]([NH:10][S:11]([CH3:14])(=[O:13])=[O:12])=[CH:6][CH:5]=1.